From a dataset of Reaction yield outcomes from USPTO patents with 853,638 reactions. Predict the reaction yield, written as a fraction of the theoretical maximum amount of product (1.0 means a 100% yield; for example, 0.34 means a 34% yield). The reactants are Br[C:2]1[N:3]=[C:4]([NH:23][CH2:24][CH2:25][CH2:26][OH:27])[C:5]2[N:6]([C:8]([C:11]3[CH:22]=[CH:21][C:14]([C:15]([NH:17][CH:18]4[CH2:20][CH2:19]4)=[O:16])=[CH:13][CH:12]=3)=[CH:9][N:10]=2)[CH:7]=1.N1CCCCC1.[CH2:34]([OH:37])[C:35]#[CH:36].O. The catalyst is O1CCCC1.C1C=CC([P]([Pd]([P](C2C=CC=CC=2)(C2C=CC=CC=2)C2C=CC=CC=2)([P](C2C=CC=CC=2)(C2C=CC=CC=2)C2C=CC=CC=2)[P](C2C=CC=CC=2)(C2C=CC=CC=2)C2C=CC=CC=2)(C2C=CC=CC=2)C2C=CC=CC=2)=CC=1. The product is [CH:18]1([NH:17][C:15](=[O:16])[C:14]2[CH:21]=[CH:22][C:11]([C:8]3[N:6]4[CH:7]=[C:2]([C:36]#[C:35][CH2:34][OH:37])[N:3]=[C:4]([NH:23][CH2:24][CH2:25][CH2:26][OH:27])[C:5]4=[N:10][CH:9]=3)=[CH:12][CH:13]=2)[CH2:20][CH2:19]1. The yield is 0.250.